Task: Binary Classification. Given a drug SMILES string, predict its activity (active/inactive) in a high-throughput screening assay against a specified biological target.. Dataset: HIV replication inhibition screening data with 41,000+ compounds from the AIDS Antiviral Screen The drug is Cn1nc(-c2ccccc2)c2c(C=Cc3ccc(F)cc3)onc2c1=O. The result is 0 (inactive).